The task is: Binary Classification. Given a drug SMILES string, predict its activity (active/inactive) in a high-throughput screening assay against a specified biological target.. This data is from HIV replication inhibition screening data with 41,000+ compounds from the AIDS Antiviral Screen. (1) The result is 0 (inactive). The drug is COc1ccc(C=NNC(=O)C2=C(N)N(c3ccccc3)C(=C(C#N)C#N)S2)cc1. (2) The molecule is O=C1NC(=O)C2C(=O)NC(=O)C1C2c1c(Cl)cccc1Cl. The result is 0 (inactive).